From a dataset of Full USPTO retrosynthesis dataset with 1.9M reactions from patents (1976-2016). Predict the reactants needed to synthesize the given product. (1) Given the product [CH2:7]([O:14][C@@H:15]1[CH2:16][C@H:17]([N:19]([CH3:29])[C:20](=[O:26])[O:21][C:22]([CH3:23])([CH3:25])[CH3:24])[CH2:18]1)[C:8]1[CH:13]=[CH:12][CH:11]=[CH:10][CH:9]=1, predict the reactants needed to synthesize it. The reactants are: [H-].[Al+3].[Li+].[H-].[H-].[H-].[CH2:7]([O:14][C@@H:15]1[CH2:18][C@H:17]([NH:19][C:20](=[O:26])[O:21][C:22]([CH3:25])([CH3:24])[CH3:23])[CH2:16]1)[C:8]1[CH:13]=[CH:12][CH:11]=[CH:10][CH:9]=1.[OH-].[Na+].[C:29](OC(OC(C)(C)C)=O)(OC(C)(C)C)=O. (2) Given the product [Cl:24][C:25]1[S:29][C:28]([S:30]([NH:2][C@H:3]([CH2:4][OH:5])[C@H:6]([CH3:11])[C:7]([F:10])([F:9])[F:8])(=[O:32])=[O:31])=[CH:27][CH:26]=1, predict the reactants needed to synthesize it. The reactants are: Cl.[NH2:2][C@@H:3]([C@H:6]([CH3:11])[C:7]([F:10])([F:9])[F:8])[CH2:4][OH:5].CN1CCOCC1.[Si](Cl)(C)(C)C.[Cl:24][C:25]1[S:29][C:28]([S:30](Cl)(=[O:32])=[O:31])=[CH:27][CH:26]=1. (3) Given the product [O:1]=[C:2]1[CH2:8][CH2:7][CH2:6][N:5]([C:9]([O:11][CH2:12][C:13]2[CH:18]=[CH:17][CH:16]=[CH:15][CH:14]=2)=[O:10])[CH2:4][CH:3]1[NH:19][C:20](=[O:27])[C:21]1[CH:26]=[CH:25][CH:24]=[CH:23][N:22]=1, predict the reactants needed to synthesize it. The reactants are: [OH:1][CH:2]1[CH2:8][CH2:7][CH2:6][N:5]([C:9]([O:11][CH2:12][C:13]2[CH:18]=[CH:17][CH:16]=[CH:15][CH:14]=2)=[O:10])[CH2:4][CH:3]1[NH:19][C:20](=[O:27])[C:21]1[CH:26]=[CH:25][CH:24]=[CH:23][N:22]=1.CC(OI1(OC(C)=O)(OC(C)=O)OC(=O)C2C=CC=CC1=2)=O. (4) Given the product [NH2:40][C:20]1[C:19]2[N:28]=[C:16]([CH2:15][O:14][CH2:12][CH3:13])[N:17]([CH2:29][C:30]3([C:36]([NH2:38])=[O:37])[CH2:35][CH2:34][CH2:33][CH2:32][CH2:31]3)[C:18]=2[C:27]2[CH:26]=[CH:25][CH:24]=[CH:23][C:22]=2[N:21]=1, predict the reactants needed to synthesize it. The reactants are: C1C=C(Cl)C=C(C(OO)=O)C=1.[CH2:12]([O:14][CH2:15][C:16]1[N:17]([CH2:29][C:30]2([C:36]([NH2:38])=[O:37])[CH2:35][CH2:34][CH2:33][CH2:32][CH2:31]2)[C:18]2[C:27]3[CH:26]=[CH:25][CH:24]=[CH:23][C:22]=3[N:21]=[CH:20][C:19]=2[N:28]=1)[CH3:13].[OH-].[NH4+:40].C1(C)C=CC(S(Cl)(=O)=O)=CC=1. (5) Given the product [N:2]1([CH2:7][C:8]([N:18]2[CH2:19][C@H:15]([CH2:14][C:13]3[CH:37]=[CH:38][C:39]([F:41])=[CH:40][C:12]=3[F:11])[CH2:16][C@H:17]2[C:20]([NH:22][C:23]2[CH:28]=[CH:27][C:26]([O:29][C:30]3[CH:31]=[CH:32][C:33]([F:36])=[CH:34][CH:35]=3)=[CH:25][CH:24]=2)=[O:21])=[O:10])[CH:6]=[N:5][CH:4]=[N:3]1, predict the reactants needed to synthesize it. The reactants are: Cl.[N:2]1([CH2:7][C:8]([OH:10])=O)[CH:6]=[N:5][CH:4]=[N:3]1.[F:11][C:12]1[CH:40]=[C:39]([F:41])[CH:38]=[CH:37][C:13]=1[CH2:14][C@H:15]1[CH2:19][NH:18][C@H:17]([C:20]([NH:22][C:23]2[CH:28]=[CH:27][C:26]([O:29][C:30]3[CH:35]=[CH:34][C:33]([F:36])=[CH:32][CH:31]=3)=[CH:25][CH:24]=2)=[O:21])[CH2:16]1. (6) Given the product [CH:26]1([C:2]2[CH:3]=[CH:4][C:5]3[NH:9][C:8]([CH:10]([NH2:13])[CH2:11][CH3:12])=[N:7][C:6]=3[CH:24]=2)[CH2:29][CH2:28][CH2:27]1, predict the reactants needed to synthesize it. The reactants are: Br[C:2]1[CH:3]=[CH:4][C:5]2[N:9]=[C:8]([C@@H:10]([NH:13]C(=O)OC(C)(C)C)[CH2:11][CH3:12])[N:7](COC)[C:6]=2[CH:24]=1.[Br-].[CH:26]1([Zn+])[CH2:29][CH2:28][CH2:27]1.O1CCCC1.B(Br)(Br)Br. (7) Given the product [C:1]([N:20]1[CH:28]=[C:27]2[C:22]([CH2:23][CH2:24][CH2:25][C:26]2=[N:31][OH:32])=[N:21]1)([C:14]1[CH:19]=[CH:18][CH:17]=[CH:16][CH:15]=1)([C:8]1[CH:13]=[CH:12][CH:11]=[CH:10][CH:9]=1)[C:2]1[CH:7]=[CH:6][CH:5]=[CH:4][CH:3]=1, predict the reactants needed to synthesize it. The reactants are: [C:1]([N:20]1[CH:28]=[C:27]2[C:22]([CH2:23][CH2:24][CH2:25][C:26]2=O)=[N:21]1)([C:14]1[CH:19]=[CH:18][CH:17]=[CH:16][CH:15]=1)([C:8]1[CH:13]=[CH:12][CH:11]=[CH:10][CH:9]=1)[C:2]1[CH:7]=[CH:6][CH:5]=[CH:4][CH:3]=1.Cl.[NH2:31][OH:32].